This data is from Reaction yield outcomes from USPTO patents with 853,638 reactions. The task is: Predict the reaction yield, written as a fraction of the theoretical maximum amount of product (1.0 means a 100% yield; for example, 0.34 means a 34% yield). (1) The reactants are Cl.[C:2]([N:6]1[CH2:9][C:8](CO)([N+:10]([O-:12])=[O:11])[CH2:7]1)([CH3:5])([CH3:4])[CH3:3].[OH-].[Na+].[N:17]([O-:19])=[O:18].[Na+].S(OOS([O-])(=O)=O)([O-])(=O)=O.[Na+].[Na+]. The catalyst is O.[Fe-4](C#N)(C#N)(C#N)(C#N)(C#N)C#N.[K+].[K+].[K+].[K+]. The product is [C:2]([N:6]1[CH2:7][C:8]([N+:10]([O-:12])=[O:11])([N+:17]([O-:19])=[O:18])[CH2:9]1)([CH3:3])([CH3:4])[CH3:5]. The yield is 0.867. (2) The reactants are [OH:1][C:2]1[CH:7]=[CH:6][C:5]([SH:8])=[CH:4][CH:3]=1.C(=O)([O-])[O-].[K+].[K+].Br[CH2:16][CH2:17][CH2:18][CH2:19][CH2:20][CH2:21][CH2:22][C:23]([O:25]CC)=[O:24]. The catalyst is C(O)C. The product is [OH:1][C:2]1[CH:7]=[CH:6][C:5]([S:8][CH2:16][CH2:17][CH2:18][CH2:19][CH2:20][CH2:21][CH2:22][C:23]([OH:25])=[O:24])=[CH:4][CH:3]=1. The yield is 0.920.